Dataset: Forward reaction prediction with 1.9M reactions from USPTO patents (1976-2016). Task: Predict the product of the given reaction. (1) Given the reactants Cl[S:2]([C:5]1[CH:6]=[C:7]2[C:11](=[CH:12][CH:13]=1)[NH:10][C:9](=[O:14])[CH2:8]2)(=[O:4])=[O:3].[NH3:15], predict the reaction product. The product is: [NH2:15][S:2]([C:5]1[CH:6]=[C:7]2[C:11](=[CH:12][CH:13]=1)[NH:10][C:9](=[O:14])[CH2:8]2)(=[O:4])=[O:3]. (2) The product is: [CH:5]12[O:8][CH:1]([CH2:7][CH2:6]1)[CH2:2][N:3]([C:9]1[CH:18]=[C:17]3[C:12]([N:13]=[CH:14][CH:15]=[N:16]3)=[C:11]([NH:19][CH:20]3[CH2:25][CH2:24][CH:23]([NH2:26])[CH2:22][CH2:21]3)[CH:10]=1)[CH2:4]2.[F:37][C:36]([F:39])([F:38])[C:34]([O-:40])=[O:35]. Given the reactants [CH:1]12[O:8][CH:5]([CH2:6][CH2:7]1)[CH2:4][N:3]([C:9]1[CH:18]=[C:17]3[C:12]([N:13]=[CH:14][CH:15]=[N:16]3)=[C:11]([NH:19][CH:20]3[CH2:25][CH2:24][CH:23]([NH:26]C(=O)OC(C)(C)C)[CH2:22][CH2:21]3)[CH:10]=1)[CH2:2]2.[C:34]([OH:40])([C:36]([F:39])([F:38])[F:37])=[O:35], predict the reaction product.